From a dataset of hERG potassium channel inhibition data for cardiac toxicity prediction from Karim et al.. Regression/Classification. Given a drug SMILES string, predict its toxicity properties. Task type varies by dataset: regression for continuous values (e.g., LD50, hERG inhibition percentage) or binary classification for toxic/non-toxic outcomes (e.g., AMES mutagenicity, cardiotoxicity, hepatotoxicity). Dataset: herg_karim. (1) The drug is Cc1cc(=O)oc2c(C)c(OCCCCN3CCC(c4noc5cc(F)ccc45)CC3)ccc12. The result is 1 (blocker). (2) The drug is CCCCN1CCCCC1C(=O)Nc1c(C)cccc1C.Cl. The result is 0 (non-blocker). (3) The drug is N#Cc1cnc(C(=O)Nc2ccc(C3CCN(CCN4CCOCC4)CC3)cc2C2=CCCCC2)[nH]1. The result is 0 (non-blocker). (4) The drug is Cc1cnc(NC(=O)c2cc(Oc3ccc(C(=O)N4CCC4)cc3)cc(O[C@@H](C)CO)c2)cn1. The result is 0 (non-blocker). (5) The molecule is Cc1ccc(Oc2ccc(Nc3nccc(N)n3)cc2)cc1. The result is 1 (blocker).